From a dataset of Reaction yield outcomes from USPTO patents with 853,638 reactions. Predict the reaction yield, written as a fraction of the theoretical maximum amount of product (1.0 means a 100% yield; for example, 0.34 means a 34% yield). (1) The yield is 0.230. The catalyst is C(O)(=O)C. The product is [N:10]1([C:11]2[CH:20]=[C:15]([C:16]([O:18][CH3:19])=[O:17])[CH:14]=[C:13]([CH:12]=2)[C:21]([O:23][CH3:24])=[O:22])[CH:3]=[CH:7][CH:6]=[CH:5]1. The reactants are CO[CH:3]1[CH2:7][CH2:6][CH:5](OC)O1.[NH2:10][C:11]1[CH:12]=[C:13]([C:21]([O:23][CH3:24])=[O:22])[CH:14]=[C:15]([CH:20]=1)[C:16]([O:18][CH3:19])=[O:17]. (2) The reactants are [CH2:1]([O:4][C:5]([N:7]1[C:13]2[CH:14]=[C:15]([O:20][CH2:21][CH2:22][CH2:23][C:24]([O:26]C)=[O:25])[C:16]([O:18][CH3:19])=[CH:17][C:12]=2[C:11](=[O:28])[N:10]2[CH2:29][CH2:30][CH2:31][C@H:9]2[CH:8]1[O:32][CH:33]1[CH2:38][CH2:37][CH2:36][CH2:35][O:34]1)=[O:6])[CH:2]=[CH2:3].[OH-].[Na+]. The catalyst is CO.O. The product is [CH2:1]([O:4][C:5]([N:7]1[C:13]2[CH:14]=[C:15]([O:20][CH2:21][CH2:22][CH2:23][C:24]([OH:26])=[O:25])[C:16]([O:18][CH3:19])=[CH:17][C:12]=2[C:11](=[O:28])[N:10]2[CH2:29][CH2:30][CH2:31][C@H:9]2[CH:8]1[O:32][CH:33]1[CH2:38][CH2:37][CH2:36][CH2:35][O:34]1)=[O:6])[CH:2]=[CH2:3]. The yield is 0.980. (3) The reactants are [NH2:1][C:2]1[N:6]([CH:7]2[CH2:12]C[CH2:10][N:9]([C:13]#[N:14])[CH2:8]2)[NH:5][C:4]([C:18]2[CH:23]=[CH:22][C:21]([O:24][C:25]3[CH:30]=[CH:29][CH:28]=[CH:27][CH:26]=3)=[CH:20][CH:19]=2)(C(N)=O)[CH:3]=1.NC1N(C2CCNC2)N=C(C2C=CC(OC3C=CC=CC=3)=CC=2)C=1[C:55]([NH2:57])=[O:56]. No catalyst specified. The product is [NH2:1][C:2]1[N:6]([CH:7]2[CH2:12][CH2:10][N:9]([C:13]#[N:14])[CH2:8]2)[N:5]=[C:4]([C:18]2[CH:19]=[CH:20][C:21]([O:24][C:25]3[CH:30]=[CH:29][CH:28]=[CH:27][CH:26]=3)=[CH:22][CH:23]=2)[C:3]=1[C:55]([NH2:57])=[O:56]. The yield is 0.0800. (4) The reactants are [CH:1]([P:3](=[O:14])([CH:12]=[CH2:13])[CH2:4][C:5]1[CH:10]=[CH:9][C:8]([F:11])=[CH:7][CH:6]=1)=[CH2:2].[CH2:15]([NH2:22])[C:16]1[CH:21]=[CH:20][CH:19]=[CH:18][CH:17]=1. The catalyst is C1COCC1.O. The product is [CH2:15]([N:22]1[CH2:13][CH2:12][P:3](=[O:14])([CH2:4][C:5]2[CH:10]=[CH:9][C:8]([F:11])=[CH:7][CH:6]=2)[CH2:1][CH2:2]1)[C:16]1[CH:21]=[CH:20][CH:19]=[CH:18][CH:17]=1. The yield is 0.770. (5) The reactants are [CH3:1][O:2][C:3]1[CH:8]=[CH:7][N:6]=[C:5]([N:9]2[CH:13]=[C:12]([CH3:14])[N:11]=[CH:10]2)[C:4]=1[N+:15]([O-])=O.C(O)(=O)C.[OH-].[Na+]. The catalyst is C(O)C.[Fe]. The product is [CH3:1][O:2][C:3]1[CH:8]=[CH:7][N:6]=[C:5]([N:9]2[CH:13]=[C:12]([CH3:14])[N:11]=[CH:10]2)[C:4]=1[NH2:15]. The yield is 0.790. (6) The reactants are C(O[C:6](=O)[N:7]([CH:9]([C:11]1[N:12](C2CCCCO2)[C:13]2[C:18]([N:19]=1)=[C:17]([N:20]1[CH2:25][CH2:24][O:23][CH2:22][CH2:21]1)[N:16]=[C:15]([Cl:26])[N:14]=2)[CH3:10])C)(C)(C)C.O.C1(C)C=CC(S(O)(=O)=O)=CC=1. The catalyst is CO. The product is [Cl:26][C:15]1[N:14]=[C:13]2[C:18]([N:19]=[C:11]([CH:9]([NH:7][CH3:6])[CH3:10])[NH:12]2)=[C:17]([N:20]2[CH2:21][CH2:22][O:23][CH2:24][CH2:25]2)[N:16]=1. The yield is 0.970. (7) The reactants are [CH3:1][N:2]1[C:6]([N:7]2[CH2:12][CH2:11][C:10](=[O:13])[CH2:9][CH2:8]2)=[C:5]([N+:14]([O-:16])=[O:15])[CH:4]=[N:3]1.CCN(CC)CC.Cl[Si:25]([CH3:28])([CH3:27])[CH3:26]. The catalyst is CN(C=O)C. The product is [CH3:1][N:2]1[C:6]([N:7]2[CH2:8][CH:9]=[C:10]([O:13][Si:25]([CH3:28])([CH3:27])[CH3:26])[CH2:11][CH2:12]2)=[C:5]([N+:14]([O-:16])=[O:15])[CH:4]=[N:3]1. The yield is 0.590.